From a dataset of Full USPTO retrosynthesis dataset with 1.9M reactions from patents (1976-2016). Predict the reactants needed to synthesize the given product. (1) Given the product [C:2]1([C:1]2[N:8]=[C:18]([C:14]3[S:13][CH:17]=[CH:16][CH:15]=3)[O:10][N:9]=2)[CH:7]=[CH:6][CH:5]=[CH:4][CH:3]=1, predict the reactants needed to synthesize it. The reactants are: [C:1](=[N:9][OH:10])([NH2:8])[C:2]1[CH:7]=[CH:6][CH:5]=[CH:4][CH:3]=1.[OH-].[Na+].[S:13]1[CH:17]=[CH:16][CH:15]=[C:14]1[C:18](Cl)=O.O. (2) The reactants are: Br[C:2]1[N:3]=[CH:4][C:5]([F:32])=[C:6]2[C:10]([C:11](=[O:31])[C:12]([N:14]3[CH2:19][CH2:18][N:17]([C:20]4[N:24]([C:25]5[CH:30]=[CH:29][CH:28]=[CH:27][CH:26]=5)[N:23]=[N:22][N:21]=4)[CH2:16][CH2:15]3)=[O:13])=[CH:9][NH:8][C:7]=12.C(=O)([O-])[O-].[K+].[K+].[CH3:39][C:40]1[CH:44]=[CH:43][NH:42][N:41]=1.CO. Given the product [F:32][C:5]1[CH:4]=[N:3][C:2]([N:42]2[CH:43]=[CH:44][C:40]([CH3:39])=[N:41]2)=[C:7]2[NH:8][CH:9]=[C:10]([C:11](=[O:31])[C:12]([N:14]3[CH2:19][CH2:18][N:17]([C:20]4[N:24]([C:25]5[CH:26]=[CH:27][CH:28]=[CH:29][CH:30]=5)[N:23]=[N:22][N:21]=4)[CH2:16][CH2:15]3)=[O:13])[C:6]=12, predict the reactants needed to synthesize it. (3) The reactants are: [Cl:1][C:2]1[N:3]=[CH:4][CH:5]=[C:6]2[CH:10]=[C:9]([CH3:11])[N:8](S(C3C=CC=CC=3)(=O)=O)[C:7]=12.[OH-].[Na+]. Given the product [Cl:1][C:2]1[N:3]=[CH:4][CH:5]=[C:6]2[CH:10]=[C:9]([CH3:11])[NH:8][C:7]=12, predict the reactants needed to synthesize it. (4) Given the product [CH2:1]([NH:3][C:4]([C:6]1[CH:7]=[C:8]2[C:13](=[CH:14][C:15]=1[O:16][CH2:32][CH:33]1[CH2:38][CH2:37][N:36]([CH3:39])[CH2:35][CH2:34]1)[N:12]=[CH:11][CH:10]=[C:9]2[O:17][C:18]1[CH:23]=[CH:22][C:21]([NH:24][C:25]([NH:27][CH2:28][CH3:29])=[O:26])=[C:20]([Cl:30])[CH:19]=1)=[O:5])[CH3:2], predict the reactants needed to synthesize it. The reactants are: [CH2:1]([NH:3][C:4]([C:6]1[CH:7]=[C:8]2[C:13](=[CH:14][C:15]=1[OH:16])[N:12]=[CH:11][CH:10]=[C:9]2[O:17][C:18]1[CH:23]=[CH:22][C:21]([NH:24][C:25]([NH:27][CH2:28][CH3:29])=[O:26])=[C:20]([Cl:30])[CH:19]=1)=[O:5])[CH3:2].Br[CH2:32][CH:33]1[CH2:38][CH2:37][N:36]([C:39](OC(C)(C)C)=O)[CH2:35][CH2:34]1.C(=O)([O-])[O-].[K+].[K+].C=O.C([BH3-])#N.[Na+].